This data is from Full USPTO retrosynthesis dataset with 1.9M reactions from patents (1976-2016). The task is: Predict the reactants needed to synthesize the given product. (1) Given the product [Cl:1][C:2]1[CH:3]=[CH:4][C:5]2[O:18][CH:17]([CH2:19][OH:20])[N:8]3[C:9]4[CH:10]=[CH:11][CH:12]=[C:13]([F:16])[C:14]=4[CH:15]=[C:7]3[C:6]=2[N:24]=1, predict the reactants needed to synthesize it. The reactants are: [Cl:1][C:2]1[CH:3]=[CH:4][C:5]2[O:18][CH:17]([C:19](OCC)=[O:20])[N:8]3[C:9]4[CH:10]=[CH:11][CH:12]=[C:13]([F:16])[C:14]=4[CH:15]=[C:7]3[C:6]=2[N:24]=1.[BH4-].[Na+].O. (2) Given the product [Cl:1][C:2]1[CH:3]=[C:4]([NH:15][C:16]2[C:25]3[C:20](=[CH:21][CH:22]=[CH:23][C:24]=3[O:26][CH2:27][C@H:28]3[CH2:32][CH2:31][CH2:30][N:29]3[C:37](=[O:36])[CH2:38][OH:39])[N:19]=[CH:18][N:17]=2)[CH:5]=[CH:6][C:7]=1[O:8][C:9]1[CH:10]=[N:11][CH:12]=[CH:13][CH:14]=1, predict the reactants needed to synthesize it. The reactants are: [Cl:1][C:2]1[CH:3]=[C:4]([NH:15][C:16]2[C:25]3[C:20](=[CH:21][CH:22]=[CH:23][C:24]=3[O:26][CH2:27][C@H:28]3[CH2:32][CH2:31][CH2:30][NH:29]3)[N:19]=[CH:18][N:17]=2)[CH:5]=[CH:6][C:7]=1[O:8][C:9]1[CH:10]=[N:11][CH:12]=[CH:13][CH:14]=1.C([O:36][CH2:37][C:38](Cl)=[O:39])(=O)C. (3) The reactants are: Br[CH2:2][CH:3]1[CH2:10][CH2:9][CH2:8][CH2:7][CH2:6][CH2:5][CH2:4]1.CC(OC[CH2:16][N:17]1[C:30]2[C:25](=[CH:26][CH:27]=[CH:28][CH:29]=2)[C:19]2([CH2:24][CH2:23][NH:22][CH2:21][CH2:20]2)[C:18]1=[O:31])=O.[C:32](=[O:35])([O-])[O-:33].[K+].[K+].[I-].[K+].[C:40](#N)C. Given the product [CH3:40][C:32]([O:33][CH2:16][N:17]1[C:30]2[C:25](=[CH:26][C:27]([CH2:2][CH:3]3[CH2:10][CH2:9][CH2:8][CH2:7][CH2:6][CH2:5][CH2:4]3)=[CH:28][CH:29]=2)[C:19]2([CH2:20][CH2:21][NH:22][CH2:23][CH2:24]2)[C:18]1=[O:31])=[O:35], predict the reactants needed to synthesize it. (4) The reactants are: [Cl:1][C:2]1[CH:10]=[CH:9][C:8]([C:11]2[C:12]([C@@H:23]([NH:33]C(=O)OC(C)(C)C)[CH2:24][C:25]3[CH:30]=[C:29]([F:31])[CH:28]=[C:27]([F:32])[CH:26]=3)=[N:13][C:14]([C:17]#[C:18][C:19]([OH:22])([CH3:21])[CH3:20])=[CH:15][CH:16]=2)=[C:7]2[C:3]=1[C:4]([NH:42][S:43]([CH3:46])(=O)=[O:44])=[N:5][N:6]2[CH3:41].FC(F)(F)C(O)=O. Given the product [NH2:33][C@H:23]([C:12]1[C:11]([C:8]2[CH:9]=[CH:10][C:2]([Cl:1])=[C:3]3[C:7]=2[N:6]([CH3:41])[N:5]=[C:4]3[NH:42][S:43]([CH3:46])=[O:44])=[CH:16][CH:15]=[C:14]([C:17]#[C:18][C:19]([OH:22])([CH3:20])[CH3:21])[N:13]=1)[CH2:24][C:25]1[CH:26]=[C:27]([F:32])[CH:28]=[C:29]([F:31])[CH:30]=1, predict the reactants needed to synthesize it. (5) Given the product [CH3:22][C:14]1([CH3:21])[C:15]2[C:16](=[N:17][CH:18]=[CH:19][CH:20]=2)[N:12]([C@H:10]2[CH2:11][C@H:8]([NH:7][C:6]3[S:27][C:28]([C:31]4[CH:36]=[CH:35][CH:34]=[CH:33][CH:32]=4)=[CH:29][N:30]=3)[CH2:9]2)[C:13]1=[O:23], predict the reactants needed to synthesize it. The reactants are: C(O[C:6](=O)[NH:7][C@H:8]1[CH2:11][C@H:10]([N:12]2[C:16]3=[N:17][CH:18]=[CH:19][CH:20]=[C:15]3[C:14]([CH3:22])([CH3:21])[C:13]2=[O:23])[CH2:9]1)(C)(C)C.ClC1[S:27][C:28]([C:31]2[CH:36]=[CH:35][CH:34]=[CH:33][CH:32]=2)=[CH:29][N:30]=1. (6) Given the product [CH3:1][O:2][C:3]1[CH:4]=[C:5]2[C:10](=[CH:11][C:12]=1[O:13][CH3:14])[N:9]=[CH:8][N:7]=[C:6]2[O:15][C:16]1[CH:22]=[CH:21][C:19]([NH:20][C:27](=[O:33])[O:26][CH:24]2[CH2:37][CH2:36][CH2:35][CH2:39]2)=[CH:18][CH:17]=1, predict the reactants needed to synthesize it. The reactants are: [CH3:1][O:2][C:3]1[CH:4]=[C:5]2[C:10](=[CH:11][C:12]=1[O:13][CH3:14])[N:9]=[CH:8][N:7]=[C:6]2[O:15][C:16]1[CH:22]=[CH:21][C:19]([NH2:20])=[CH:18][CH:17]=1.Cl[C:24](Cl)([O:26][C:27](=[O:33])OC(Cl)(Cl)Cl)Cl.[CH:35]1(O)[CH2:39]C[CH2:37][CH2:36]1.C(=O)(O)[O-].[Na+]. (7) The reactants are: O[C:2]1[CH:3]=[CH:4][N:5]=[C:6]2[C:11]=1[N:10]([CH3:12])[C:9](=[O:13])[CH:8]=[CH:7]2.P(Br)(Br)[Br:15]. Given the product [Br:15][C:2]1[CH:3]=[CH:4][N:5]=[C:6]2[C:11]=1[N:10]([CH3:12])[C:9](=[O:13])[CH:8]=[CH:7]2, predict the reactants needed to synthesize it. (8) Given the product [Cl:1][C:2]1[C:3]([CH3:18])=[N:4][O:5][C:6]=1[NH:7][S:8]([C:11]1[CH:15]=[CH:14][S:13][C:12]=1[CH:16]1[S:35][CH2:31][CH2:32][CH2:33][S:34]1)(=[O:10])=[O:9], predict the reactants needed to synthesize it. The reactants are: [Cl:1][C:2]1[C:3]([CH3:18])=[N:4][O:5][C:6]=1[NH:7][S:8]([C:11]1[CH:15]=[CH:14][S:13][C:12]=1[CH:16]=O)(=[O:10])=[O:9].ClCCl.B(F)(F)F.CCOCC.[CH2:31]([SH:35])[CH2:32][CH2:33][SH:34]. (9) Given the product [CH3:1][O:2][C:3]1[CH:23]=[CH:22][C:6]([CH2:7][N:8]2[CH:12]=[C:11]3[C:13](=[O:16])[CH2:14][CH2:15][O:21][CH:17]([CH:18]([CH3:20])[CH3:19])[C:10]3=[N:9]2)=[CH:5][CH:4]=1, predict the reactants needed to synthesize it. The reactants are: [CH3:1][O:2][C:3]1[CH:23]=[CH:22][C:6]([CH2:7][N:8]2[CH:12]=[C:11]([C:13](=[O:16])[CH:14]=[CH2:15])[C:10]([CH:17]([OH:21])[CH:18]([CH3:20])[CH3:19])=[N:9]2)=[CH:5][CH:4]=1.B(F)(F)F.CCOCC. (10) Given the product [CH3:18][S:19]([O:9][CH2:8][C:5]1[C:4]([F:10])=[CH:3][C:2]([Br:1])=[CH:7][N:6]=1)(=[O:21])=[O:20], predict the reactants needed to synthesize it. The reactants are: [Br:1][C:2]1[CH:3]=[C:4]([F:10])[C:5]([CH2:8][OH:9])=[N:6][CH:7]=1.C(N(CC)CC)C.[CH3:18][S:19](Cl)(=[O:21])=[O:20].